From a dataset of NCI-60 drug combinations with 297,098 pairs across 59 cell lines. Regression. Given two drug SMILES strings and cell line genomic features, predict the synergy score measuring deviation from expected non-interaction effect. (1) Drug 1: CC1=C(C=C(C=C1)NC2=NC=CC(=N2)N(C)C3=CC4=NN(C(=C4C=C3)C)C)S(=O)(=O)N.Cl. Drug 2: CC1C(C(CC(O1)OC2CC(CC3=C2C(=C4C(=C3O)C(=O)C5=C(C4=O)C(=CC=C5)OC)O)(C(=O)C)O)N)O.Cl. Cell line: ACHN. Synergy scores: CSS=41.0, Synergy_ZIP=5.21, Synergy_Bliss=7.91, Synergy_Loewe=7.23, Synergy_HSA=8.69. (2) Drug 1: CC1=C(C=C(C=C1)NC2=NC=CC(=N2)N(C)C3=CC4=NN(C(=C4C=C3)C)C)S(=O)(=O)N.Cl. Drug 2: C1=NC(=NC(=O)N1C2C(C(C(O2)CO)O)O)N. Cell line: CCRF-CEM. Synergy scores: CSS=12.8, Synergy_ZIP=-3.36, Synergy_Bliss=3.41, Synergy_Loewe=-5.77, Synergy_HSA=1.39. (3) Drug 1: CC1=CC2C(CCC3(C2CCC3(C(=O)C)OC(=O)C)C)C4(C1=CC(=O)CC4)C. Drug 2: CC1=C2C(C(=O)C3(C(CC4C(C3C(C(C2(C)C)(CC1OC(=O)C(C(C5=CC=CC=C5)NC(=O)C6=CC=CC=C6)O)O)OC(=O)C7=CC=CC=C7)(CO4)OC(=O)C)O)C)OC(=O)C. Cell line: OVCAR-4. Synergy scores: CSS=36.4, Synergy_ZIP=-6.74, Synergy_Bliss=1.06, Synergy_Loewe=-78.3, Synergy_HSA=1.41. (4) Drug 1: C(=O)(N)NO. Drug 2: CCC1(C2=C(COC1=O)C(=O)N3CC4=CC5=C(C=CC(=C5CN(C)C)O)N=C4C3=C2)O.Cl. Cell line: SW-620. Synergy scores: CSS=34.2, Synergy_ZIP=5.04, Synergy_Bliss=6.58, Synergy_Loewe=-12.1, Synergy_HSA=3.37.